This data is from NCI-60 drug combinations with 297,098 pairs across 59 cell lines. The task is: Regression. Given two drug SMILES strings and cell line genomic features, predict the synergy score measuring deviation from expected non-interaction effect. (1) Drug 1: C1=CC(=CC=C1CC(C(=O)O)N)N(CCCl)CCCl.Cl. Drug 2: CN(C(=O)NC(C=O)C(C(C(CO)O)O)O)N=O. Cell line: NCI-H460. Synergy scores: CSS=22.7, Synergy_ZIP=0.622, Synergy_Bliss=-1.72, Synergy_Loewe=-33.0, Synergy_HSA=-2.70. (2) Drug 1: CC12CCC(CC1=CCC3C2CCC4(C3CC=C4C5=CN=CC=C5)C)O. Drug 2: C1C(C(OC1N2C=C(C(=O)NC2=O)F)CO)O. Cell line: OVCAR-5. Synergy scores: CSS=18.7, Synergy_ZIP=0.181, Synergy_Bliss=1.63, Synergy_Loewe=2.54, Synergy_HSA=4.78. (3) Drug 1: CC(C1=C(C=CC(=C1Cl)F)Cl)OC2=C(N=CC(=C2)C3=CN(N=C3)C4CCNCC4)N. Drug 2: C1=CC=C(C(=C1)C(C2=CC=C(C=C2)Cl)C(Cl)Cl)Cl. Cell line: UO-31. Synergy scores: CSS=9.72, Synergy_ZIP=0.0597, Synergy_Bliss=7.26, Synergy_Loewe=2.09, Synergy_HSA=7.61. (4) Drug 1: C1=C(C(=O)NC(=O)N1)F. Drug 2: CCC1=C2CN3C(=CC4=C(C3=O)COC(=O)C4(CC)O)C2=NC5=C1C=C(C=C5)O. Cell line: SK-OV-3. Synergy scores: CSS=36.5, Synergy_ZIP=4.59, Synergy_Bliss=3.92, Synergy_Loewe=5.66, Synergy_HSA=7.49. (5) Drug 1: CC1CC2CCC3C(=C)CC(O3)CCC45CC6C(O4)C7C(O6)C(O5)C8C(O7)CCC(O8)CC(=O)CC9C(CC(C1=C)O2)OC(C9OC)CC(CN)O.CS(=O)(=O)O. Drug 2: CC1C(C(CC(O1)OC2CC(CC3=C2C(=C4C(=C3O)C(=O)C5=CC=CC=C5C4=O)O)(C(=O)C)O)N)O. Cell line: A549. Synergy scores: CSS=61.6, Synergy_ZIP=-4.92, Synergy_Bliss=-4.31, Synergy_Loewe=-0.174, Synergy_HSA=0.780. (6) Drug 1: CC(CN1CC(=O)NC(=O)C1)N2CC(=O)NC(=O)C2. Drug 2: C1=NC2=C(N1)C(=S)N=C(N2)N. Cell line: CAKI-1. Synergy scores: CSS=54.4, Synergy_ZIP=-5.28, Synergy_Bliss=-5.62, Synergy_Loewe=-8.27, Synergy_HSA=0.847. (7) Drug 1: CN(CC1=CN=C2C(=N1)C(=NC(=N2)N)N)C3=CC=C(C=C3)C(=O)NC(CCC(=O)O)C(=O)O. Drug 2: CN(CCCl)CCCl.Cl. Cell line: NCIH23. Synergy scores: CSS=18.2, Synergy_ZIP=-10.6, Synergy_Bliss=-2.81, Synergy_Loewe=-8.39, Synergy_HSA=-3.90.